From a dataset of Full USPTO retrosynthesis dataset with 1.9M reactions from patents (1976-2016). Predict the reactants needed to synthesize the given product. (1) Given the product [Cl:15][C:16]1[CH:17]=[C:18]([CH2:22][C:23]([C:29]2[S:28][C:27]([Cl:26])=[CH:31][CH:30]=2)=[O:25])[CH:19]=[CH:20][CH:21]=1, predict the reactants needed to synthesize it. The reactants are: O=P12OP3(OP(OP(O3)(O1)=O)(=O)O2)=O.[Cl:15][C:16]1[CH:17]=[C:18]([CH2:22][C:23]([OH:25])=O)[CH:19]=[CH:20][CH:21]=1.[Cl:26][C:27]1[S:28][CH:29]=[CH:30][CH:31]=1.ClCCCl. (2) Given the product [CH2:15]([C:3]1[CH:5]=[CH:6][C:7]([N+:9]([O-:11])=[O:10])=[CH:8][C:2]=1[F:1])[CH:14]=[CH2:13], predict the reactants needed to synthesize it. The reactants are: [F:1][C:2]1[CH:8]=[C:7]([N+:9]([O-:11])=[O:10])[CH:6]=[CH:5][C:3]=1N.Br[CH2:13][CH:14]=[CH2:15].N(OC(C)(C)C)=O.